Dataset: Full USPTO retrosynthesis dataset with 1.9M reactions from patents (1976-2016). Task: Predict the reactants needed to synthesize the given product. (1) Given the product [O:15]=[C:10]1[CH2:11][CH2:12][C:13](=[O:14])[N:9]1[O:6][C:5](=[O:7])[CH2:4][N:2]([CH3:3])[CH3:1], predict the reactants needed to synthesize it. The reactants are: [CH3:1][N:2]([CH2:4][C:5]([OH:7])=[O:6])[CH3:3].O[N:9]1[C:13](=[O:14])[CH2:12][CH2:11][C:10]1=[O:15].C1(N=C=NC2CCCCC2)CCCCC1. (2) The reactants are: [CH2:1]([C@H:8]1[CH2:12][O:11][C:10](=[O:13])[N:9]1[C:14](=[O:28])[C@H:15]([O:19][C:20]1[CH:25]=[CH:24][C:23]([F:26])=[C:22]([CH3:27])[CH:21]=1)[CH2:16][CH:17]=O)[C:2]1[CH:7]=[CH:6][CH:5]=[CH:4][CH:3]=1.[F:29][C:30]1[CH:35]=[CH:34][C:33]([CH2:36][CH2:37][CH2:38][NH:39][CH3:40])=[CH:32][C:31]=1[CH3:41].[BH-](OC(C)=O)(OC(C)=O)OC(C)=O.[Na+].CC(O)=O. Given the product [CH2:1]([C@H:8]1[CH2:12][O:11][C:10](=[O:13])[N:9]1[C:14](=[O:28])[C@H:15]([O:19][C:20]1[CH:25]=[CH:24][C:23]([F:26])=[C:22]([CH3:27])[CH:21]=1)[CH2:16][CH2:17][N:39]([CH2:38][CH2:37][CH2:36][C:33]1[CH:34]=[CH:35][C:30]([F:29])=[C:31]([CH3:41])[CH:32]=1)[CH3:40])[C:2]1[CH:3]=[CH:4][CH:5]=[CH:6][CH:7]=1, predict the reactants needed to synthesize it. (3) Given the product [CH2:1]([O:3][C:4]([C:6]1[N:7]([CH2:26][C:27]2[CH:32]=[CH:31][CH:30]=[C:29]([Cl:33])[CH:28]=2)[C:8]2[C:13]([C:14]=1[NH:15][C:42](=[O:43])[C:41]1[CH:40]=[CH:39][C:38]([O:37][CH:34]([CH3:35])[CH3:36])=[CH:46][CH:45]=1)=[CH:12][CH:11]=[C:10]([C:16]1[CH:21]=[CH:20][C:19]([CH2:22][CH2:23][CH2:24][CH3:25])=[CH:18][CH:17]=1)[CH:9]=2)=[O:5])[CH3:2], predict the reactants needed to synthesize it. The reactants are: [CH2:1]([O:3][C:4]([C:6]1[N:7]([CH2:26][C:27]2[CH:32]=[CH:31][CH:30]=[C:29]([Cl:33])[CH:28]=2)[C:8]2[C:13]([C:14]=1[NH2:15])=[CH:12][CH:11]=[C:10]([C:16]1[CH:21]=[CH:20][C:19]([CH2:22][CH2:23][CH2:24][CH3:25])=[CH:18][CH:17]=1)[CH:9]=2)=[O:5])[CH3:2].[CH:34]([O:37][C:38]1[CH:46]=[CH:45][C:41]([C:42](Cl)=[O:43])=[CH:40][CH:39]=1)([CH3:36])[CH3:35].C(N(CC)CC)C.Cl. (4) Given the product [N+:11]([C:4]1[CH:3]=[C:2]([N:20]2[CH2:19][CH2:18][N:17]([C:21]([O:23][C:24]([CH3:27])([CH3:26])[CH3:25])=[O:22])[CH2:16][CH:15]2[CH3:14])[CH:7]=[CH:6][C:5]=1[N+:8]([O-:10])=[O:9])([O-:13])=[O:12], predict the reactants needed to synthesize it. The reactants are: F[C:2]1[CH:7]=[CH:6][C:5]([N+:8]([O-:10])=[O:9])=[C:4]([N+:11]([O-:13])=[O:12])[CH:3]=1.[CH3:14][CH:15]1[NH:20][CH2:19][CH2:18][N:17]([C:21]([O:23][C:24]([CH3:27])([CH3:26])[CH3:25])=[O:22])[CH2:16]1.C(N(C(C)C)CC)(C)C. (5) Given the product [O:3]=[C:4]1[C:5]2[NH:20][N:19]=[C:10]([C:11]([O:13][CH2:14][CH3:15])=[O:12])[C:6]=2[CH2:7][CH2:8][CH2:9]1, predict the reactants needed to synthesize it. The reactants are: C([O:3][C:4]1[C:5](=O)[CH:6]([C:10](=O)[C:11]([O:13][CH2:14][CH3:15])=[O:12])[CH2:7][CH2:8][CH:9]=1)C.O.[NH2:19][NH2:20]. (6) Given the product [CH3:1][S:2]([C:5]1[CH:6]=[CH:7][C:8]([C:11]2[CH:20]=[CH:19][C:18]3[C:13](=[CH:14][CH:15]=[C:16]([O:21][CH3:22])[CH:17]=3)[C:12]=2[O:23][C:24]2[CH:25]=[CH:26][C:27]([NH2:30])=[CH:28][CH:29]=2)=[CH:9][CH:10]=1)(=[O:3])=[O:4], predict the reactants needed to synthesize it. The reactants are: [CH3:1][S:2]([C:5]1[CH:10]=[CH:9][C:8]([C:11]2[CH:20]=[CH:19][C:18]3[C:13](=[CH:14][CH:15]=[C:16]([O:21][CH3:22])[CH:17]=3)[C:12]=2[O:23][C:24]2[CH:29]=[CH:28][C:27]([N+:30]([O-])=O)=[CH:26][CH:25]=2)=[CH:7][CH:6]=1)(=[O:4])=[O:3].C([O-])=O.[NH4+]. (7) Given the product [CH3:1][N:19]1[C:14]2=[N:15][CH:16]=[CH:17][N:18]=[C:13]2[C:12]([O:20][C:21](=[O:25])[CH:22]([CH3:24])[CH3:23])=[C:11]([C:26]2[O:30][N:29]=[C:28]([C:31]([F:33])([F:32])[F:34])[CH:27]=2)[C:10]1=[O:9], predict the reactants needed to synthesize it. The reactants are: [C:1](=O)([O-])[O-].[K+].[K+].CI.[OH:9][C:10]1[C:11]([C:26]2[O:30][N:29]=[C:28]([C:31]([F:34])([F:33])[F:32])[CH:27]=2)=[C:12]([O:20][C:21](=[O:25])[CH:22]([CH3:24])[CH3:23])[C:13]2[C:14]([N:19]=1)=[N:15][CH:16]=[CH:17][N:18]=2. (8) Given the product [F:1][C:2]1[CH:3]=[C:4]([NH:5][C:37](=[O:38])[CH2:36][C:35]([NH:34][C:29]2[CH:30]=[CH:31][CH:32]=[CH:33][C:28]=2[O:27][CH3:26])=[O:40])[CH:6]=[CH:7][C:8]=1[O:9][C:10]1[CH:15]=[CH:14][N:13]=[C:12]2[CH:16]=[C:17]([C:19]3[CH2:20][CH2:21][N:22]([CH3:25])[CH2:23][CH:24]=3)[S:18][C:11]=12, predict the reactants needed to synthesize it. The reactants are: [F:1][C:2]1[CH:3]=[C:4]([CH:6]=[CH:7][C:8]=1[O:9][C:10]1[CH:15]=[CH:14][N:13]=[C:12]2[CH:16]=[C:17]([C:19]3[CH2:20][CH2:21][N:22]([CH3:25])[CH2:23][CH:24]=3)[S:18][C:11]=12)[NH2:5].[CH3:26][O:27][C:28]1[CH:33]=[CH:32][CH:31]=[CH:30][C:29]=1[NH:34][C:35](=[O:40])[CH2:36][C:37](O)=[O:38].C(Cl)CCl.C1C=CC2N(O)N=NC=2C=1. (9) Given the product [CH3:23][O:24][C:25](=[O:34])[CH:26]([NH:30][C:31](=[O:33])[CH3:32])[CH2:8][CH:7]=[CH:6][CH2:5][CH:4]([NH:13][C:14](=[O:21])[C:15]1[CH:16]=[CH:17][CH:18]=[CH:19][CH:20]=1)[C:3]([O:2][CH3:1])=[O:22], predict the reactants needed to synthesize it. The reactants are: [CH3:1][O:2][C:3](=[O:22])[C@@H:4]([NH:13][C:14](=[O:21])[C:15]1[CH:20]=[CH:19][CH:18]=[CH:17][CH:16]=1)[CH2:5][CH:6]=[CH:7][CH2:8]OC(=O)C.[CH3:23][O:24][C:25](=[O:34])[CH:26]([NH:30][C:31](=[O:33])[CH3:32])CC=C.